Task: Predict the product of the given reaction.. Dataset: Forward reaction prediction with 1.9M reactions from USPTO patents (1976-2016) (1) Given the reactants C[C:2]([CH3:5])([O-])[CH3:3].[Na+].Cl[C:8]1[N:13]=[CH:12][C:11]2[C:14]([NH:36][C:37](=[O:40])[O:38][CH3:39])=[N:15][N:16]([C:17]([C:30]3[CH:35]=[CH:34][CH:33]=[CH:32][CH:31]=3)([C:24]3[CH:29]=[CH:28][CH:27]=[CH:26][CH:25]=3)[C:18]3[CH:23]=[CH:22][CH:21]=[CH:20][CH:19]=3)[C:10]=2[CH:9]=1.[C:41](=[O:51])([O:43][CH2:44]C1C=CC=CC=1)[NH2:42].[CH2:52]1[CH2:56]OC[CH2:53]1, predict the reaction product. The product is: [C:17]([N:16]1[C:10]2[CH:9]=[C:8]([NH:42][C:41](=[O:51])[O:43][CH3:44])[N:13]=[CH:12][C:11]=2[C:14]([NH:36][C:37](=[O:40])[O:38][CH2:39][C:3]2[CH:2]=[CH:5][CH:56]=[CH:52][CH:53]=2)=[N:15]1)([C:24]1[CH:29]=[CH:28][CH:27]=[CH:26][CH:25]=1)([C:30]1[CH:31]=[CH:32][CH:33]=[CH:34][CH:35]=1)[C:18]1[CH:19]=[CH:20][CH:21]=[CH:22][CH:23]=1. (2) Given the reactants [CH2:1]([O:8][C:9](=[O:18])[CH:10]([OH:17])[C:11]1[CH:16]=[CH:15][CH:14]=[CH:13][CH:12]=1)[C:2]1[CH:7]=[CH:6][CH:5]=[CH:4][CH:3]=1.O[N:20]1[C:24](=[O:25])[C:23]2=[CH:26][CH:27]=[CH:28][CH:29]=[C:22]2[C:21]1=[O:30].C1C=CC(P(C2C=CC=CC=2)C2C=CC=CC=2)=CC=1.CC(OC(/N=N/C(OC(C)C)=O)=O)C, predict the reaction product. The product is: [CH2:1]([O:8][C:9](=[O:18])[CH:10]([O:17][N:20]1[C:24](=[O:25])[C:23]2[C:22](=[CH:29][CH:28]=[CH:27][CH:26]=2)[C:21]1=[O:30])[C:11]1[CH:12]=[CH:13][CH:14]=[CH:15][CH:16]=1)[C:2]1[CH:3]=[CH:4][CH:5]=[CH:6][CH:7]=1. (3) Given the reactants [NH2:1][C:2]1[C:3]([CH3:30])=[C:4]([C:8]2[C:20]3[C:19]4[C:14](=[CH:15][CH:16]=[C:17]([N:21]5[CH2:26][CH2:25][O:24][CH2:23][CH2:22]5)[CH:18]=4)[NH:13][C:12]=3[C:11]([C:27]([NH2:29])=[O:28])=[N:10][CH:9]=2)[CH:5]=[CH:6][CH:7]=1.[CH3:31][C:32]1[CH:40]=[CH:39][C:35]([C:36](Cl)=[O:37])=[CH:34][CH:33]=1.N1C=CC=CC=1, predict the reaction product. The product is: [CH3:30][C:3]1[C:2]([NH:1][C:36](=[O:37])[C:35]2[CH:39]=[CH:40][C:32]([CH3:31])=[CH:33][CH:34]=2)=[CH:7][CH:6]=[CH:5][C:4]=1[C:8]1[C:20]2[C:19]3[C:14](=[CH:15][CH:16]=[C:17]([N:21]4[CH2:22][CH2:23][O:24][CH2:25][CH2:26]4)[CH:18]=3)[NH:13][C:12]=2[C:11]([C:27]([NH2:29])=[O:28])=[N:10][CH:9]=1. (4) Given the reactants [Br:1][C:2]1[N:7]=[C:6]([NH2:8])[C:5]([NH2:9])=[CH:4][CH:3]=1.[CH2:10](OC(OCC)OCC)C, predict the reaction product. The product is: [Br:1][C:2]1[N:7]=[C:6]2[NH:8][CH:10]=[N:9][C:5]2=[CH:4][CH:3]=1. (5) The product is: [CH2:40]([O:42][C:43]([C:44]1([S:45]([C:48]2[CH:53]=[CH:52][C:51]([O:54][CH2:55][C:56]3[CH:61]=[CH:60][CH:59]=[CH:58][CH:57]=3)=[CH:50][CH:49]=2)(=[O:47])=[O:46])[CH2:14][CH2:13][N:5]([CH2:6][C:7]2[CH:12]=[CH:11][CH:10]=[CH:9][CH:8]=2)[CH2:4][CH2:3]1)=[O:62])[CH3:41]. Given the reactants Cl.Cl[CH2:3][CH2:4][N:5]([CH2:13][CH2:14]Cl)[CH2:6][C:7]1[CH:12]=[CH:11][CH:10]=[CH:9][CH:8]=1.C1OCCOCCOCCOCCOCCOC1.C([O-])([O-])=O.[K+].[K+].[CH2:40]([O:42][C:43](=[O:62])[CH2:44][S:45]([C:48]1[CH:53]=[CH:52][C:51]([O:54][CH2:55][C:56]2[CH:61]=[CH:60][CH:59]=[CH:58][CH:57]=2)=[CH:50][CH:49]=1)(=[O:47])=[O:46])[CH3:41], predict the reaction product. (6) Given the reactants C(N(C(C)C)CC)(C)C.[C:10]([O:14][C:15](=[O:38])[NH:16][C@H:17]1[CH2:22][CH2:21][CH2:20][N:19]([C:23]2[NH:31][C:30]3[C:29](=[O:32])[N:28]([CH3:33])[C:27](=[O:34])[N:26]([CH3:35])[C:25]=3[C:24]=2[C:36]#[N:37])[CH2:18]1)([CH3:13])([CH3:12])[CH3:11].Br[CH2:40][C:41]#[C:42][CH3:43], predict the reaction product. The product is: [C:10]([O:14][C:15](=[O:38])[NH:16][C@H:17]1[CH2:22][CH2:21][CH2:20][N:19]([C:23]2[N:31]([CH2:40][C:41]#[C:42][CH3:43])[C:30]3[C:29](=[O:32])[N:28]([CH3:33])[C:27](=[O:34])[N:26]([CH3:35])[C:25]=3[C:24]=2[C:36]#[N:37])[CH2:18]1)([CH3:13])([CH3:11])[CH3:12].